From a dataset of Reaction yield outcomes from USPTO patents with 853,638 reactions. Predict the reaction yield, written as a fraction of the theoretical maximum amount of product (1.0 means a 100% yield; for example, 0.34 means a 34% yield). (1) The reactants are [C:1]([O:5][C:6]([NH:8][C:9]1[CH:10]=[CH:11][C:12]([F:35])=[C:13]([C@:15]2([CH3:34])[CH2:20][N:19]3[C:21]([CH2:24][OH:25])=[CH:22][N:23]=[C:18]3[C:17]([NH:26][C:27](=[O:33])[O:28][C:29]([CH3:32])([CH3:31])[CH3:30])=[N:16]2)[CH:14]=1)=[O:7])([CH3:4])([CH3:3])[CH3:2]. The catalyst is C(Cl)Cl.[O-2].[O-2].[Mn+4]. The product is [C:1]([O:5][C:6]([NH:8][C:9]1[CH:10]=[CH:11][C:12]([F:35])=[C:13]([C@:15]2([CH3:34])[CH2:20][N:19]3[C:21]([CH:24]=[O:25])=[CH:22][N:23]=[C:18]3[C:17]([NH:26][C:27](=[O:33])[O:28][C:29]([CH3:32])([CH3:31])[CH3:30])=[N:16]2)[CH:14]=1)=[O:7])([CH3:4])([CH3:2])[CH3:3]. The yield is 0.870. (2) The catalyst is CN(C=O)C. The yield is 0.830. The reactants are [NH2:1][C:2](=O)[C@@H:3]([NH:5][C:6](=[O:15])[O:7][CH2:8][C:9]1[CH:14]=[CH:13][CH:12]=[CH:11][CH:10]=1)[CH3:4].ClC1N=C(Cl)N=C(Cl)N=1. The product is [C:2]([C@@H:3]([NH:5][C:6](=[O:15])[O:7][CH2:8][C:9]1[CH:10]=[CH:11][CH:12]=[CH:13][CH:14]=1)[CH3:4])#[N:1].